Dataset: Peptide-MHC class II binding affinity with 134,281 pairs from IEDB. Task: Regression. Given a peptide amino acid sequence and an MHC pseudo amino acid sequence, predict their binding affinity value. This is MHC class II binding data. (1) The peptide sequence is VDIKPKDSDEFIPMK. The MHC is DRB3_0101 with pseudo-sequence DRB3_0101. The binding affinity (normalized) is 0.197. (2) The peptide sequence is GELQIVLKIDAAFKI. The MHC is DRB1_0401 with pseudo-sequence DRB1_0401. The binding affinity (normalized) is 0.620. (3) The peptide sequence is SQRFSKIASNTQSR. The MHC is DRB1_0101 with pseudo-sequence DRB1_0101. The binding affinity (normalized) is 0. (4) The peptide sequence is ITVHTGDQHQVGNET. The MHC is DRB1_0404 with pseudo-sequence DRB1_0404. The binding affinity (normalized) is 0.364. (5) The peptide sequence is GKWLDAKSTWYGKPT. The MHC is DRB1_1501 with pseudo-sequence DRB1_1501. The binding affinity (normalized) is 0.272. (6) The binding affinity (normalized) is 0.258. The peptide sequence is VSRGTAKLRWFHERG. The MHC is HLA-DQA10201-DQB10402 with pseudo-sequence HLA-DQA10201-DQB10402. (7) The peptide sequence is GVTCGPGHGISVGSL. The MHC is HLA-DPA10301-DPB10402 with pseudo-sequence HLA-DPA10301-DPB10402. The binding affinity (normalized) is 0. (8) The binding affinity (normalized) is 0.183. The peptide sequence is FNSLISIAQHLVSDR. The MHC is H-2-IAb with pseudo-sequence H-2-IAb. (9) The peptide sequence is LLFCALASSCQVAFS. The MHC is DRB3_0101 with pseudo-sequence DRB3_0101. The binding affinity (normalized) is 0.441.